Dataset: Full USPTO retrosynthesis dataset with 1.9M reactions from patents (1976-2016). Task: Predict the reactants needed to synthesize the given product. (1) Given the product [C:1]([O:5][C:6]([N:8]1[CH2:9][C@H:10]([C:38](=[O:39])[NH:49][CH2:41][CH2:42][C:43]2[CH:48]=[CH:47][CH:46]=[CH:45][CH:44]=2)[CH2:11][C@H:12]([C:14](=[O:37])[NH:15][CH2:16][C:17]2([CH2:31][CH2:32][CH2:33][CH2:34][O:35][CH3:36])[C:30]3[CH:29]=[CH:28][CH:27]=[CH:26][C:25]=3[O:24][C:23]3[C:18]2=[CH:19][CH:20]=[CH:21][CH:22]=3)[CH2:13]1)=[O:7])([CH3:3])([CH3:4])[CH3:2], predict the reactants needed to synthesize it. The reactants are: [C:1]([O:5][C:6]([N:8]1[CH2:13][C@@H:12]([C:14](=[O:37])[NH:15][CH2:16][C:17]2([CH2:31][CH2:32][CH2:33][CH2:34][O:35][CH3:36])[C:30]3[CH:29]=[CH:28][CH:27]=[CH:26][C:25]=3[O:24][C:23]3[C:18]2=[CH:19][CH:20]=[CH:21][CH:22]=3)[CH2:11][C@@H:10]([C:38](O)=[O:39])[CH2:9]1)=[O:7])([CH3:4])([CH3:3])[CH3:2].[CH2:41]([NH2:49])[CH2:42][C:43]1[CH:48]=[CH:47][CH:46]=[CH:45][CH:44]=1. (2) Given the product [Cl:1][C:2]1[N:7]=[C:6]([CH3:8])[C:5]2[C:9](=[O:12])[NH:10][N:11]([C:13]([C:14]3[CH:19]=[CH:18][CH:17]=[CH:16][CH:15]=3)([C:26]3[CH:27]=[CH:28][CH:29]=[CH:30][CH:31]=3)[C:20]3[CH:21]=[CH:22][CH:23]=[CH:24][CH:25]=3)[C:4]=2[CH:3]=1, predict the reactants needed to synthesize it. The reactants are: [Cl:1][C:2]1[N:7]=[C:6]([CH3:8])[C:5]2[C:9](=[O:12])[NH:10][NH:11][C:4]=2[CH:3]=1.[C:13](Cl)([C:26]1[CH:31]=[CH:30][CH:29]=[CH:28][CH:27]=1)([C:20]1[CH:25]=[CH:24][CH:23]=[CH:22][CH:21]=1)[C:14]1[CH:19]=[CH:18][CH:17]=[CH:16][CH:15]=1.[H-].[Na+].C([O-])(O)=O.[Na+]. (3) Given the product [C:3]([O:7][C:8]([C:10]1[CH:14]=[CH:13][N:12]([C:16]2[CH:21]=[CH:20][C:19]([CH:22]([F:24])[F:23])=[CH:18][N:17]=2)[CH:11]=1)=[O:9])([CH3:6])([CH3:4])[CH3:5], predict the reactants needed to synthesize it. The reactants are: [H-].[Na+].[C:3]([O:7][C:8]([C:10]1[CH:14]=[CH:13][NH:12][CH:11]=1)=[O:9])([CH3:6])([CH3:5])[CH3:4].Br[C:16]1[CH:21]=[CH:20][C:19]([CH:22]([F:24])[F:23])=[CH:18][N:17]=1.O. (4) Given the product [CH2:1]([O:3][C:4]([C:6]1[CH2:10][CH2:9][CH2:8][C:7]=1[C:11]1[C:19]2[C:14](=[CH:15][CH:16]=[C:17]([C:20]#[N:21])[CH:18]=2)[NH:13][CH:12]=1)=[O:5])[CH3:2], predict the reactants needed to synthesize it. The reactants are: [CH2:1]([O:3][C:4]([C:6]1[CH2:10][CH2:9][CH2:8][C:7]=1[C:11]1[C:19]2[C:14](=[CH:15][CH:16]=[C:17]([C:20]#[N:21])[CH:18]=2)[N:13](S(C2C=CC(C)=CC=2)(=O)=O)[CH:12]=1)=[O:5])[CH3:2].[OH-].[Na+]. (5) Given the product [CH:23]1([C:19]2[CH:20]=[C:21]([CH3:22])[C:16]([N:13]3[CH2:14][CH2:15][N:10]([C:8]([C:5]4[CH:6]=[N:7][C:2]([N:1]5[CH2:28][CH2:29][CH2:30][S:31]5(=[O:33])=[O:32])=[CH:3][C:4]=4[CH3:26])=[O:9])[CH2:11][CH2:12]3)=[N:17][CH:18]=2)[CH2:25][CH2:24]1, predict the reactants needed to synthesize it. The reactants are: [NH2:1][C:2]1[N:7]=[CH:6][C:5]([C:8]([N:10]2[CH2:15][CH2:14][N:13]([C:16]3[C:21]([CH3:22])=[CH:20][C:19]([CH:23]4[CH2:25][CH2:24]4)=[CH:18][N:17]=3)[CH2:12][CH2:11]2)=[O:9])=[C:4]([CH3:26])[CH:3]=1.Cl[CH2:28][CH2:29][CH2:30][S:31](Cl)(=[O:33])=[O:32]. (6) Given the product [CH3:9][O:10][C:11]1[CH:12]=[CH:13][C:14]([C:17]2[CH:22]=[CH:21][C:20]([S:23]([N:26]([CH3:1])[CH2:27][C:28]#[CH:29])(=[O:25])=[O:24])=[CH:19][CH:18]=2)=[CH:15][CH:16]=1, predict the reactants needed to synthesize it. The reactants are: [C:1](=O)([O-])[O-].[K+].[K+].CI.[CH3:9][O:10][C:11]1[CH:16]=[CH:15][C:14]([C:17]2[CH:22]=[CH:21][C:20]([S:23]([NH:26][CH2:27][C:28]#[CH:29])(=[O:25])=[O:24])=[CH:19][CH:18]=2)=[CH:13][CH:12]=1.